This data is from Peptide-MHC class I binding affinity with 185,985 pairs from IEDB/IMGT. The task is: Regression. Given a peptide amino acid sequence and an MHC pseudo amino acid sequence, predict their binding affinity value. This is MHC class I binding data. (1) The peptide sequence is WLRAHPVAI. The MHC is HLA-B15:01 with pseudo-sequence HLA-B15:01. The binding affinity (normalized) is 0.391. (2) The peptide sequence is YMPSVVETL. The MHC is HLA-A02:01 with pseudo-sequence HLA-A02:01. The binding affinity (normalized) is 0.888. (3) The peptide sequence is RDYVDRFYKTL. The binding affinity (normalized) is 0. The MHC is HLA-B18:01 with pseudo-sequence HLA-B18:01. (4) The peptide sequence is FGDSEEPVTY. The MHC is HLA-A02:01 with pseudo-sequence HLA-A02:01. The binding affinity (normalized) is 0. (5) The peptide sequence is AAERGPGQML. The MHC is HLA-A24:02 with pseudo-sequence HLA-A24:02. The binding affinity (normalized) is 0.